Dataset: Catalyst prediction with 721,799 reactions and 888 catalyst types from USPTO. Task: Predict which catalyst facilitates the given reaction. Reactant: [Cl:1][C:2]1[CH:3]=[C:4]([NH:9][C:10]2[C:11]3[C:18]4[CH2:19][CH2:20][N:21]([C:23](=[O:40])/[CH:24]=[CH:25]/[CH2:26][N:27]5[CH2:32][CH2:31][N:30](C(OC(C)(C)C)=O)[CH2:29][CH2:28]5)[CH2:22][C:17]=4[S:16][C:12]=3[N:13]=[CH:14][N:15]=2)[CH:5]=[CH:6][C:7]=1[F:8].C(O)(C(F)(F)F)=O. Product: [Cl:1][C:2]1[CH:3]=[C:4]([NH:9][C:10]2[C:11]3[C:18]4[CH2:19][CH2:20][N:21]([C:23](=[O:40])/[CH:24]=[CH:25]/[CH2:26][N:27]5[CH2:28][CH2:29][NH:30][CH2:31][CH2:32]5)[CH2:22][C:17]=4[S:16][C:12]=3[N:13]=[CH:14][N:15]=2)[CH:5]=[CH:6][C:7]=1[F:8]. The catalyst class is: 4.